Predict the reaction yield, written as a fraction of the theoretical maximum amount of product (1.0 means a 100% yield; for example, 0.34 means a 34% yield). From a dataset of Reaction yield outcomes from USPTO patents with 853,638 reactions. (1) The reactants are [F:1][C:2]([F:26])([F:25])[C:3]([C:18]1[CH:19]=[C:20]([OH:24])[CH:21]=[CH:22][CH:23]=1)([O:8][CH2:9][C:10]1[CH:15]=[CH:14][C:13]([O:16][CH3:17])=[CH:12][CH:11]=1)[C:4]([F:7])([F:6])[F:5].[C:27]1([CH:33]2[CH2:35][O:34]2)[CH:32]=[CH:31][CH:30]=[CH:29][CH:28]=1.C([O-])([O-])=O.[Cs+].[Cs+].O. The catalyst is O1CCOCC1.CCOCC. The product is [C:27]1([CH:33]([OH:34])[CH2:35][O:24][C:20]2[CH:21]=[CH:22][CH:23]=[C:18]([C:3]([O:8][CH2:9][C:10]3[CH:11]=[CH:12][C:13]([O:16][CH3:17])=[CH:14][CH:15]=3)([C:4]([F:6])([F:5])[F:7])[C:2]([F:25])([F:26])[F:1])[CH:19]=2)[CH:32]=[CH:31][CH:30]=[CH:29][CH:28]=1. The yield is 0.620. (2) The reactants are C[O:2][C:3]([C:5]1([CH2:8][CH2:9][CH2:10][CH2:11][CH2:12][CH2:13][CH2:14][CH2:15][CH2:16][CH2:17][CH2:18][CH2:19][C:20]2([C:23]([NH:25][S:26]([CH3:29])(=[O:28])=[O:27])=[O:24])[CH2:22][CH2:21]2)[CH2:7][CH2:6]1)=[O:4].[OH-].[K+].Cl. The catalyst is CO.O. The product is [CH3:29][S:26]([NH:25][C:23]([C:20]1([CH2:19][CH2:18][CH2:17][CH2:16][CH2:15][CH2:14][CH2:13][CH2:12][CH2:11][CH2:10][CH2:9][CH2:8][C:5]2([C:3]([OH:4])=[O:2])[CH2:7][CH2:6]2)[CH2:21][CH2:22]1)=[O:24])(=[O:28])=[O:27]. The yield is 0.670. (3) The reactants are Cl.[CH3:2][CH:3]([C@H:5]([NH:8][CH2:9][CH:10]=[CH2:11])[CH:6]=[CH2:7])[CH3:4].C([O-])([O-])=O.[K+].[K+].[C:18]([O:21][CH2:22][CH3:23])(=[O:20])C. The catalyst is O. The product is [CH3:2][CH:3]([C@H:5]([N:8]([CH2:9][CH:10]=[CH2:11])[C:18](=[O:20])[O:21][CH2:22][C:23]1[CH:7]=[CH:6][CH:5]=[CH:3][CH:2]=1)[CH:6]=[CH2:7])[CH3:4]. The yield is 0.893.